From a dataset of Forward reaction prediction with 1.9M reactions from USPTO patents (1976-2016). Predict the product of the given reaction. (1) Given the reactants [O:1]=[C:2]1[C:10]2[C:5](=[CH:6][CH:7]=[C:8]([O:11][CH2:12][CH2:13][N:14]3[CH2:19][CH2:18][N:17](C(OC(C)(C)C)=O)[CH2:16][CH2:15]3)[CH:9]=2)[C:4]([C:27]2[CH:32]=[CH:31][CH:30]=[CH:29][CH:28]=2)=[C:3]1[C:33]1[CH:34]=[N:35][CH:36]=[CH:37][CH:38]=1.C(O)(C(F)(F)F)=O.[OH-].[Na+], predict the reaction product. The product is: [N:14]1([CH2:13][CH2:12][O:11][C:8]2[CH:9]=[C:10]3[C:5]([C:4]([C:27]4[CH:28]=[CH:29][CH:30]=[CH:31][CH:32]=4)=[C:3]([C:33]4[CH:34]=[N:35][CH:36]=[CH:37][CH:38]=4)[C:2]3=[O:1])=[CH:6][CH:7]=2)[CH2:15][CH2:16][NH:17][CH2:18][CH2:19]1. (2) Given the reactants [C:1]([O:5][C:6]([NH:8][C@H:9]1[CH2:14][CH2:13][CH2:12][CH2:11][C@H:10]1[NH:15][C:16]1[N:21]=[C:20](Cl)[C:19]2[C:23](=[O:33])[N:24]([C:26]([O:28][C:29]([CH3:32])([CH3:31])[CH3:30])=[O:27])[CH2:25][C:18]=2[C:17]=1[F:34])=[O:7])([CH3:4])([CH3:3])[CH3:2].[F:35][C:36]1[CH:37]=[C:38](B2OC(C)(C)C(C)(C)O2)[S:39][CH:40]=1.P([O-])([O-])([O-])=O.[K+].[K+].[K+], predict the reaction product. The product is: [C:1]([O:5][C:6]([NH:8][C@H:9]1[CH2:14][CH2:13][CH2:12][CH2:11][C@H:10]1[NH:15][C:16]1[N:21]=[C:20]([C:38]2[S:39][CH:40]=[C:36]([F:35])[CH:37]=2)[C:19]2[C:23](=[O:33])[N:24]([C:26]([O:28][C:29]([CH3:32])([CH3:31])[CH3:30])=[O:27])[CH2:25][C:18]=2[C:17]=1[F:34])=[O:7])([CH3:4])([CH3:3])[CH3:2]. (3) The product is: [Cl:30][C:19]1[C:18]([F:22])=[CH:17][N:16]=[C:15]([C:7]2[CH:8]=[C:9]([C:10]3[CH:14]=[CH:13][O:12][N:11]=3)[N:5]([CH2:4][C:3]3[CH:23]=[CH:24][CH:25]=[C:26]([F:27])[C:2]=3[F:1])[N:6]=2)[N:20]=1. Given the reactants [F:1][C:2]1[C:26]([F:27])=[CH:25][CH:24]=[CH:23][C:3]=1[CH2:4][N:5]1[C:9]([C:10]2[CH:14]=[CH:13][O:12][N:11]=2)=[CH:8][C:7]([C:15]2[NH:20][C:19](=O)[C:18]([F:22])=[CH:17][N:16]=2)=[N:6]1.P(Cl)(Cl)([Cl:30])=O.C(=O)(O)[O-].[Na+], predict the reaction product. (4) Given the reactants [NH:1]([C:3]1[C:8]2[CH:9]=[CH:10][S:11][C:7]=2[C:6]([C:12]([OH:14])=[O:13])=[CH:5][CH:4]=1)N.[CH:15]([C:18]([CH3:20])=O)([CH3:17])[CH3:16], predict the reaction product. The product is: [CH3:20][C:18]1[C:15]([CH3:17])([CH3:16])[C:4]2[C:3](=[C:8]3[CH:9]=[CH:10][S:11][C:7]3=[C:6]([C:12]([OH:14])=[O:13])[CH:5]=2)[N:1]=1.